Predict the reaction yield, written as a fraction of the theoretical maximum amount of product (1.0 means a 100% yield; for example, 0.34 means a 34% yield). From a dataset of Reaction yield outcomes from USPTO patents with 853,638 reactions. (1) The reactants are C(=O)([O-])[O-].[K+].[K+].[Cl:7][C:8]1[CH:15]=[CH:14][C:11]([CH2:12]Br)=[CH:10][CH:9]=1.[Br:16][C:17]1[CH:26]=[C:25]2[C:20]([C:21](=[O:32])[C:22]([C:27]([O:29][CH2:30][CH3:31])=[O:28])=[CH:23][NH:24]2)=[CH:19][CH:18]=1. The catalyst is C(#N)C. The product is [Br:16][C:17]1[CH:26]=[C:25]2[C:20]([C:21](=[O:32])[C:22]([C:27]([O:29][CH2:30][CH3:31])=[O:28])=[CH:23][N:24]2[CH2:12][C:11]2[CH:14]=[CH:15][C:8]([Cl:7])=[CH:9][CH:10]=2)=[CH:19][CH:18]=1. The yield is 0.780. (2) The reactants are [C:1]([C:3]1[C:4]([NH2:9])=[N:5][CH:6]=[CH:7][CH:8]=1)#[CH:2].[C:10]1([S:16][CH2:17][C:18]2[CH:23]=[CH:22][C:21](CC(Cl)=NO)=[CH:20][CH:19]=2)[CH:15]=[CH:14][CH:13]=[CH:12][CH:11]=1.[CH2:29]([N:31](CC)CC)[CH3:30].[O:36]1CCCC1. No catalyst specified. The product is [CH2:17]([S:16][C:10]1[CH:11]=[CH:12][C:13]([CH2:30][C:29]2[CH:2]=[C:1]([C:3]3[C:4]([NH2:9])=[N:5][CH:6]=[CH:7][CH:8]=3)[O:36][N:31]=2)=[CH:14][CH:15]=1)[C:18]1[CH:19]=[CH:20][CH:21]=[CH:22][CH:23]=1. The yield is 0.180. (3) The reactants are [CH:1]([O:4][C:5]1[CH:25]=[CH:24][C:8]([O:9][C:10]2[S:11][C:12]([C:15]3[CH:20]=[CH:19][C:18]([CH:21]([NH2:23])[CH3:22])=[CH:17][CH:16]=3)=[CH:13][N:14]=2)=[CH:7][CH:6]=1)([CH3:3])[CH3:2].C(N(CC)CC)C.[C:33](OC(=O)C)(=[O:35])[CH3:34]. The catalyst is C(Cl)Cl. The product is [CH:1]([O:4][C:5]1[CH:25]=[CH:24][C:8]([O:9][C:10]2[S:11][C:12]([C:15]3[CH:20]=[CH:19][C:18]([CH:21]([NH:23][C:33](=[O:35])[CH3:34])[CH3:22])=[CH:17][CH:16]=3)=[CH:13][N:14]=2)=[CH:7][CH:6]=1)([CH3:2])[CH3:3]. The yield is 0.760.